From a dataset of Peptide-MHC class I binding affinity with 185,985 pairs from IEDB/IMGT. Regression. Given a peptide amino acid sequence and an MHC pseudo amino acid sequence, predict their binding affinity value. This is MHC class I binding data. The peptide sequence is ATIWQLLAF. The MHC is HLA-B15:01 with pseudo-sequence HLA-B15:01. The binding affinity (normalized) is 0.482.